Task: Predict the product of the given reaction.. Dataset: Forward reaction prediction with 1.9M reactions from USPTO patents (1976-2016) (1) Given the reactants [CH3:1][O:2][C:3]1[CH:4]=[C:5]2[C:10](=[CH:11][CH:12]=1)[N:9]=[C:8]([C:13]1[CH:21]=[CH:20][C:16]([C:17](=[S:19])[NH2:18])=[CH:15][CH:14]=1)[CH:7]=[CH:6]2.[C:22](Cl)(=[O:26])C(Cl)=O.[Si]([N:32]=[N+]=[N-])(C)(C)C.O, predict the reaction product. The product is: [CH3:1][O:2][C:3]1[CH:4]=[C:5]2[C:10](=[CH:11][CH:12]=1)[N:9]=[C:8]([C:13]1[CH:21]=[CH:20][C:16]([C:17]3[S:19][NH:32][C:22](=[O:26])[N:18]=3)=[CH:15][CH:14]=1)[CH:7]=[CH:6]2. (2) Given the reactants [CH2:1]([O:3][C:4](=[O:13])[C:5]1[CH:10]=[CH:9][C:8]([NH:11][NH2:12])=[CH:7][CH:6]=1)[CH3:2].[F:14][C:15]([F:22])([F:21])[C:16](=O)[CH2:17][C:18]#[N:19], predict the reaction product. The product is: [NH2:19][C:18]1[N:11]([C:8]2[CH:9]=[CH:10][C:5]([C:4]([O:3][CH2:1][CH3:2])=[O:13])=[CH:6][CH:7]=2)[N:12]=[C:16]([C:15]([F:22])([F:21])[F:14])[CH:17]=1.